Dataset: Peptide-MHC class I binding affinity with 185,985 pairs from IEDB/IMGT. Task: Regression. Given a peptide amino acid sequence and an MHC pseudo amino acid sequence, predict their binding affinity value. This is MHC class I binding data. (1) The peptide sequence is RPLLARMPE. The MHC is HLA-B44:02 with pseudo-sequence HLA-B44:02. The binding affinity (normalized) is 0.0847. (2) The peptide sequence is MSAALKNL. The MHC is H-2-Kb with pseudo-sequence H-2-Kb. The binding affinity (normalized) is 0.322. (3) The peptide sequence is ATAWRTGGY. The MHC is HLA-B57:01 with pseudo-sequence HLA-B57:01. The binding affinity (normalized) is 0.213.